From a dataset of Catalyst prediction with 721,799 reactions and 888 catalyst types from USPTO. Predict which catalyst facilitates the given reaction. (1) Reactant: [Li][CH2:2]CCC.[CH3:6][C:7]1[C:8]([NH:13][C:14](=[O:20])[O:15][C:16]([CH3:19])([CH3:18])[CH3:17])=[N:9][CH:10]=[CH:11][CH:12]=1.CI. The catalyst class is: 1. Product: [CH2:6]([C:7]1[C:8]([NH:13][C:14](=[O:20])[O:15][C:16]([CH3:17])([CH3:19])[CH3:18])=[N:9][CH:10]=[CH:11][CH:12]=1)[CH3:2]. (2) Reactant: [CH3:1][C:2]1[CH:7]=[C:6]([O:8][CH2:9][C:10]2[CH:15]=[CH:14][CH:13]=[CH:12][CH:11]=2)[CH:5]=[CH:4][C:3]=1B(O)O.[CH2:19]([O:21][C:22]([C:24]1[S:34][C:27]2[N:28]=[C:29]([NH2:33])[N:30]=[C:31](Cl)[C:26]=2[CH:25]=1)=[O:23])[CH3:20].C([O-])(O)=O.[Na+]. Product: [CH2:19]([O:21][C:22]([C:24]1[S:34][C:27]2[N:28]=[C:29]([NH2:33])[N:30]=[C:31]([C:3]3[CH:4]=[CH:5][C:6]([O:8][CH2:9][C:10]4[CH:15]=[CH:14][CH:13]=[CH:12][CH:11]=4)=[CH:7][C:2]=3[CH3:1])[C:26]=2[CH:25]=1)=[O:23])[CH3:20]. The catalyst class is: 3. (3) Reactant: [CH3:1][S:2]([C:5]1[CH:10]=[CH:9][C:8]([OH:11])=[CH:7][CH:6]=1)(=[O:4])=[O:3].Br[CH2:13][C:14]#[C:15][CH3:16].C(=O)([O-])[O-].[K+].[K+]. Product: [CH2:13]([O:11][C:8]1[CH:9]=[CH:10][C:5]([S:2]([CH3:1])(=[O:3])=[O:4])=[CH:6][CH:7]=1)[C:14]#[C:15][CH3:16]. The catalyst class is: 550. (4) Reactant: [Si:1]([O:8][C@H:9]([CH3:14])[C:10]([O:12]C)=[O:11])([C:4]([CH3:7])([CH3:6])[CH3:5])([CH3:3])[CH3:2].[Li+].[OH-]. Product: [Si:1]([O:8][C@H:9]([CH3:14])[C:10]([OH:12])=[O:11])([C:4]([CH3:7])([CH3:6])[CH3:5])([CH3:3])[CH3:2]. The catalyst class is: 1. (5) Reactant: [Br:1][C:2]1[C:3]([F:11])=[CH:4][C:5]([CH2:9][OH:10])=[C:6]([OH:8])[CH:7]=1.[Br:12][CH2:13][CH:14](OC)OC.OS(O)(=O)=O. Product: [Br:1][C:2]1[C:3]([F:11])=[CH:4][C:5]2[CH2:9][O:10][CH:14]([CH2:13][Br:12])[O:8][C:6]=2[CH:7]=1. The catalyst class is: 1. (6) Reactant: [CH:1]([C:4]1[C:12]([C:13](=[O:17])[CH:14]([CH3:16])[CH3:15])=[C:7]2[CH:8]=[CH:9][CH:10]=[CH:11][N:6]2[N:5]=1)([CH3:3])[CH3:2].[BH4-].[Na+]. Product: [CH:1]([C:4]1[C:12]([CH:13]([OH:17])[CH:14]([CH3:16])[CH3:15])=[C:7]2[CH:8]=[CH:9][CH:10]=[CH:11][N:6]2[N:5]=1)([CH3:3])[CH3:2]. The catalyst class is: 5.